This data is from Full USPTO retrosynthesis dataset with 1.9M reactions from patents (1976-2016). The task is: Predict the reactants needed to synthesize the given product. (1) Given the product [Br:1][C:2]1[CH:7]=[CH:6][C:5]2[CH:21]([OH:22])[C:11]3[N:10]([CH2:9][CH2:8][C:4]=2[CH:3]=1)[CH:14]=[C:13]([C:15]1[CH:16]=[CH:17][CH:18]=[CH:19][CH:20]=1)[N:12]=3, predict the reactants needed to synthesize it. The reactants are: [Br:1][C:2]1[CH:3]=[C:4]([CH2:8][CH2:9][N:10]2[CH:14]=[C:13]([C:15]3[CH:20]=[CH:19][CH:18]=[CH:17][CH:16]=3)[N:12]=[C:11]2[CH:21]=[O:22])[CH:5]=[CH:6][CH:7]=1. (2) Given the product [C:1]([O:4][CH2:5][C:6]([N:8]1[CH2:13][CH2:12][CH:11]([C:14]2[C:19]([C:20]#[N:21])=[C:18]([S:22][CH2:27][C:28]3[N:29]=[C:30]([C:33]4[CH:38]=[CH:37][C:36]([Cl:39])=[CH:35][CH:34]=4)[S:31][CH:32]=3)[N:17]=[C:16]([NH2:23])[C:15]=2[C:24]#[N:25])[CH2:10][CH2:9]1)=[O:7])(=[O:3])[CH3:2], predict the reactants needed to synthesize it. The reactants are: [C:1]([O:4][CH2:5][C:6]([N:8]1[CH2:13][CH2:12][CH:11]([C:14]2[C:19]([C:20]#[N:21])=[C:18]([SH:22])[N:17]=[C:16]([NH2:23])[C:15]=2[C:24]#[N:25])[CH2:10][CH2:9]1)=[O:7])(=[O:3])[CH3:2].Cl[CH2:27][C:28]1[N:29]=[C:30]([C:33]2[CH:38]=[CH:37][C:36]([Cl:39])=[CH:35][CH:34]=2)[S:31][CH:32]=1.C(=O)(O)[O-].[Na+].